From a dataset of Peptide-MHC class II binding affinity with 134,281 pairs from IEDB. Regression. Given a peptide amino acid sequence and an MHC pseudo amino acid sequence, predict their binding affinity value. This is MHC class II binding data. (1) The peptide sequence is PGLIIGALAGST. The MHC is DRB1_0301 with pseudo-sequence DRB1_0301. The binding affinity (normalized) is 0. (2) The peptide sequence is NEMKINRQILDNA. The MHC is DRB1_1501 with pseudo-sequence DRB1_1501. The binding affinity (normalized) is 0.0379. (3) The peptide sequence is CDDALIEGITLLNAK. The MHC is DRB5_0101 with pseudo-sequence DRB5_0101. The binding affinity (normalized) is 0.229. (4) The peptide sequence is TKIQYVIRAQLHVGA. The binding affinity (normalized) is 0.756. The MHC is H-2-IAd with pseudo-sequence H-2-IAd. (5) The peptide sequence is AFKVAATAANAAPANY. The MHC is HLA-DPA10201-DPB10501 with pseudo-sequence HLA-DPA10201-DPB10501. The binding affinity (normalized) is 0.538.